From a dataset of Reaction yield outcomes from USPTO patents with 853,638 reactions. Predict the reaction yield, written as a fraction of the theoretical maximum amount of product (1.0 means a 100% yield; for example, 0.34 means a 34% yield). (1) The reactants are [CH3:1][C:2]1[CH:3]=[N:4][CH:5]=[C:6]([CH:16]=1)[C:7]([NH:9][CH:10]1[CH2:15][CH2:14][NH:13][CH2:12][CH2:11]1)=[O:8].[CH2:17]([O:19][C:20]1[CH:21]=[C:22]([CH:25]=[C:26]([O:28][CH2:29][CH3:30])[CH:27]=1)[CH:23]=O)[CH3:18]. No catalyst specified. The product is [CH2:29]([O:28][C:26]1[CH:25]=[C:22]([CH:21]=[C:20]([O:19][CH2:17][CH3:18])[CH:27]=1)[CH2:23][N:13]1[CH2:12][CH2:11][CH:10]([NH:9][C:7](=[O:8])[C:6]2[CH:16]=[C:2]([CH3:1])[CH:3]=[N:4][CH:5]=2)[CH2:15][CH2:14]1)[CH3:30]. The yield is 0.330. (2) The reactants are Cl[C:2]1[CH:7]=[CH:6][N:5]2[N:8]=[CH:9][C:10]([C:11]([O:13][CH2:14][CH3:15])=[O:12])=[C:4]2[N:3]=1.[F:16][C:17]([F:28])([F:27])[C:18]1[CH:23]=[CH:22][CH:21]=[CH:20][C:19]=1B(O)O.C([O-])([O-])=O.[Cs+].[Cs+].CCOC(C)=O. The catalyst is O1CCOCC1.CCO.O.C1C=CC([P]([Pd]([P](C2C=CC=CC=2)(C2C=CC=CC=2)C2C=CC=CC=2)([P](C2C=CC=CC=2)(C2C=CC=CC=2)C2C=CC=CC=2)[P](C2C=CC=CC=2)(C2C=CC=CC=2)C2C=CC=CC=2)(C2C=CC=CC=2)C2C=CC=CC=2)=CC=1. The product is [F:16][C:17]([F:28])([F:27])[C:18]1[CH:23]=[CH:22][CH:21]=[CH:20][C:19]=1[C:2]1[CH:7]=[CH:6][N:5]2[N:8]=[CH:9][C:10]([C:11]([O:13][CH2:14][CH3:15])=[O:12])=[C:4]2[N:3]=1. The yield is 0.780.